Dataset: Reaction yield outcomes from USPTO patents with 853,638 reactions. Task: Predict the reaction yield, written as a fraction of the theoretical maximum amount of product (1.0 means a 100% yield; for example, 0.34 means a 34% yield). (1) The reactants are C1C(=O)N([Cl:8])C(=O)C1.[CH3:9][N:10]1[C:14]([C:15]2[CH:16]=[C:17]([C:20]([O:22][CH3:23])=[O:21])[S:18][CH:19]=2)=[C:13]([CH3:24])[CH:12]=[N:11]1. The catalyst is O1CCCC1. The product is [Cl:8][C:12]1[C:13]([CH3:24])=[C:14]([C:15]2[CH:16]=[C:17]([C:20]([O:22][CH3:23])=[O:21])[S:18][CH:19]=2)[N:10]([CH3:9])[N:11]=1. The yield is 0.910. (2) The reactants are [F:1][C:2]([F:7])([F:6])[C:3]([OH:5])=[O:4].[CH2:8]([O:12][C:13]1([C:17]2[CH:22]=[CH:21][CH:20]=[CH:19][C:18]=2[CH3:23])[CH2:16][NH:15][CH2:14]1)[CH2:9][CH2:10][CH3:11].C(OC(N1CCC1)=O)(C)(C)C. The catalyst is ClCCl. The product is [F:1][C:2]([F:7])([F:6])[C:3]([OH:5])=[O:4].[CH2:8]([O:12][C:13]1([C:17]2[CH:22]=[CH:21][CH:20]=[CH:19][C:18]=2[CH3:23])[CH2:14][NH:15][CH2:16]1)[CH2:9][CH2:10][CH3:11]. The yield is 0.760. (3) The reactants are [N+:1]([C:4]1[CH:9]=[CH:8][C:7]([C:10]2[C:14]([C:15]3[CH:20]=[CH:19][N:18]=[C:17]4[N:21]([S:34]([C:37]5[CH:42]=[CH:41][CH:40]=[CH:39][CH:38]=5)(=[O:36])=[O:35])[C:22]([C:24]5[CH:29]=[CH:28][C:27]([NH:30][C:31](=[O:33])[CH3:32])=[CH:26][CH:25]=5)=[CH:23][C:16]=34)=[CH:13][N:12]([CH2:43][CH3:44])[N:11]=2)=[CH:6][CH:5]=1)([O-])=O.[H][H]. The catalyst is [OH-].[Pd+2].[OH-]. The product is [NH2:1][C:4]1[CH:9]=[CH:8][C:7]([C:10]2[C:14]([C:15]3[CH:20]=[CH:19][N:18]=[C:17]4[N:21]([S:34]([C:37]5[CH:38]=[CH:39][CH:40]=[CH:41][CH:42]=5)(=[O:35])=[O:36])[C:22]([C:24]5[CH:25]=[CH:26][C:27]([NH:30][C:31](=[O:33])[CH3:32])=[CH:28][CH:29]=5)=[CH:23][C:16]=34)=[CH:13][N:12]([CH2:43][CH3:44])[N:11]=2)=[CH:6][CH:5]=1. The yield is 0.520. (4) The reactants are [NH2:1][CH2:2][C:3]([C:6]1[CH:11]=[CH:10][C:9]([NH:12][C:13](=[O:24])[C:14]2[CH:19]=[CH:18][C:17]([O:20][CH3:21])=[C:16]([O:22][CH3:23])[CH:15]=2)=[CH:8][C:7]=1[CH2:25][CH3:26])([CH3:5])[CH3:4].[N:27]1[C:35]2[C:30](=[N:31][CH:32]=[C:33]([C:36](O)=[O:37])[CH:34]=2)[NH:29][CH:28]=1.C1C=CC2N(O)N=NC=2C=1.C(Cl)CCl. The catalyst is C(Cl)Cl. The product is [CH3:23][O:22][C:16]1[CH:15]=[C:14]([CH:19]=[CH:18][C:17]=1[O:20][CH3:21])[C:13]([NH:12][C:9]1[CH:10]=[CH:11][C:6]([C:3]([CH3:5])([CH3:4])[CH2:2][NH:1][C:36]([C:33]2[CH:34]=[C:35]3[N:27]=[CH:28][NH:29][C:30]3=[N:31][CH:32]=2)=[O:37])=[C:7]([CH2:25][CH3:26])[CH:8]=1)=[O:24]. The yield is 0.430.